This data is from Reaction yield outcomes from USPTO patents with 853,638 reactions. The task is: Predict the reaction yield, written as a fraction of the theoretical maximum amount of product (1.0 means a 100% yield; for example, 0.34 means a 34% yield). (1) The reactants are [CH3:1][O:2][C:3](=[O:9])[C@@H:4]([C@H:6]([CH3:8])[OH:7])[NH2:5].[C:10](Cl)(=[O:17])[C:11]1[CH:16]=[CH:15][CH:14]=[CH:13][CH:12]=1.O. The catalyst is CO. The product is [CH3:1][O:2][C:3](=[O:9])[C@@H:4]([C@H:6]([CH3:8])[OH:7])[NH:5][C:10](=[O:17])[C:11]1[CH:16]=[CH:15][CH:14]=[CH:13][CH:12]=1. The yield is 1.04. (2) The reactants are [H-].[Na+].[O:3]1[C:7]2[CH:8]=[CH:9][C:10]([C:12]3([C:15]([NH:17][C:18]4[CH:19]=[CH:20][C:21]([CH3:35])=[C:22]([C:24]5[CH:29]=[CH:28][C:27]([C:30]([N:32]([CH3:34])[CH3:33])=[O:31])=[CH:26][CH:25]=5)[CH:23]=4)=[O:16])[CH2:14][CH2:13]3)=[CH:11][C:6]=2[O:5][CH2:4]1.IC. The catalyst is O1CCCC1.CN(C)C=O. The product is [O:3]1[C:7]2[CH:8]=[CH:9][C:10]([C:12]3([C:15]([NH:17][C:18]4[CH:19]=[CH:20][C:21]([CH2:35][O:3][CH:7]([CH3:8])[CH3:6])=[C:22]([C:24]5[CH:25]=[CH:26][C:27]([C:30]([N:32]([CH3:34])[CH3:33])=[O:31])=[CH:28][CH:29]=5)[CH:23]=4)=[O:16])[CH2:14][CH2:13]3)=[CH:11][C:6]=2[O:5][CH2:4]1. The yield is 0.420. (3) The yield is 0.780. The catalyst is CN(C=O)C.O. The reactants are [C:1]1([CH:8]=[CH:7][CH:6]=[C:4]([OH:5])[CH:3]=1)[OH:2].C(=O)([O-])[O-].[K+].[K+].Br[CH2:16][CH2:17][CH3:18]. The product is [CH2:16]([O:2][C:1]1[CH:3]=[C:4]([OH:5])[CH:6]=[CH:7][CH:8]=1)[CH2:17][CH3:18]. (4) The catalyst is CCOCC.CCCCC. The yield is 0.750. The product is [CH2:1]([N:8]1[C:18]2[C:13](=[CH:14][CH:15]=[CH:16][CH:17]=2)[CH2:11][C:9]1=[O:10])[C:2]1[CH:3]=[CH:4][CH:5]=[CH:6][CH:7]=1. The reactants are [CH2:1]([N:8]1[C:18]2[C:13](=[CH:14][CH:15]=[CH:16][CH:17]=2)[C:11](=O)[C:9]1=[O:10])[C:2]1[CH:7]=[CH:6][CH:5]=[CH:4][CH:3]=1.O.NN. (5) The reactants are [CH3:1][C:2]([C:6]1[CH:11]=[CH:10][C:9]([N+:12]([O-:14])=[O:13])=[CH:8][CH:7]=1)([CH3:5])[C:3]#[N:4].Cl.[OH-].[Na+]. The catalyst is C1COCC1. The product is [CH3:5][C:2]([C:6]1[CH:11]=[CH:10][C:9]([N+:12]([O-:14])=[O:13])=[CH:8][CH:7]=1)([CH3:1])[CH2:3][NH2:4]. The yield is 0.900. (6) The reactants are C(N[C@H](C(O)=O)CC(C)C)(=O)C.[CH2:13]([O:15][C:16]1[CH:17]=[C:18]([C@H:24]([NH2:30])[CH2:25][S:26]([CH3:29])(=[O:28])=[O:27])[CH:19]=[CH:20][C:21]=1[O:22][CH3:23])[CH3:14].C([NH:34][C:35]1[CH:45]=[CH:44][CH:43]=[C:37]2[C:38]([O:40][C:41](=O)[C:36]=12)=[O:39])(=O)C. The catalyst is C(O)(=O)C. The product is [CH2:13]([O:15][C:16]1[CH:17]=[C:18]([CH:24]([N:30]2[C:41](=[O:40])[C:36]3[C:37](=[CH:43][CH:44]=[CH:45][C:35]=3[NH2:34])[C:38]2=[O:39])[CH2:25][S:26]([CH3:29])(=[O:28])=[O:27])[CH:19]=[CH:20][C:21]=1[O:22][CH3:23])[CH3:14]. The yield is 0.750. (7) The reactants are [C:1](=S)(OCC)[S-:2].[K+].[NH2:8][C:9]1[C:14]([O:15][CH3:16])=[C:13]([O:17][CH3:18])[C:12]([O:19][CH3:20])=[CH:11][C:10]=1[OH:21]. The catalyst is C(O)C. The product is [SH:2][C:1]1[O:21][C:10]2[CH:11]=[C:12]([O:19][CH3:20])[C:13]([O:17][CH3:18])=[C:14]([O:15][CH3:16])[C:9]=2[N:8]=1. The yield is 0.640. (8) The reactants are [CH3:1][N:2]1[C:10]2[CH:9]=[CH:8][CH:7]=[C:6]([OH:11])[C:5]=2[CH:4]=[N:3]1.[CH2:12]([O:14][C:15](=[O:19])[C:16]#[C:17][CH3:18])[CH3:13].C(=O)([O-])[O-].[K+].[K+]. The catalyst is CN(C)C1C=CN=CC=1.O1CCCC1. The product is [CH2:12]([O:14][C:15](=[O:19])/[CH:16]=[C:17](/[O:11][C:6]1[CH:7]=[CH:8][CH:9]=[C:10]2[C:5]=1[CH:4]=[N:3][N:2]2[CH3:1])\[CH3:18])[CH3:13]. The yield is 0.740.